This data is from Full USPTO retrosynthesis dataset with 1.9M reactions from patents (1976-2016). The task is: Predict the reactants needed to synthesize the given product. (1) Given the product [C:20]([O:19][C:17]([C:11]1([S:8]([C:5]2[CH:6]=[N:7][C:2]([C:38]3[CH:37]=[CH:36][C:35]([CH2:30][CH2:31][CH2:32][CH2:33][CH3:34])=[CH:40][CH:39]=3)=[CH:3][CH:4]=2)(=[O:10])=[O:9])[CH2:16][CH2:15][O:14][CH2:13][CH2:12]1)=[O:18])([CH3:23])([CH3:22])[CH3:21], predict the reactants needed to synthesize it. The reactants are: Br[C:2]1[N:7]=[CH:6][C:5]([S:8]([C:11]2([C:17]([O:19][C:20]([CH3:23])([CH3:22])[CH3:21])=[O:18])[CH2:16][CH2:15][O:14][CH2:13][CH2:12]2)(=[O:10])=[O:9])=[CH:4][CH:3]=1.C(=O)([O-])[O-].[Na+].[Na+].[CH2:30]([C:35]1[CH:40]=[CH:39][C:38](B(O)O)=[CH:37][CH:36]=1)[CH2:31][CH2:32][CH2:33][CH3:34]. (2) Given the product [Si:1]([O:18][C:19]([CH3:43])([CH2:38][CH2:39][CH2:40][CH2:41][CH3:42])/[CH:20]=[CH:21]/[C@@H:22]1[C@@H:29]2[C@@H:25]([O:26][CH:27]([OH:30])[CH2:28]2)[CH2:24][C@H:23]1[O:31][CH:32]1[CH2:37][CH2:36][CH2:35][CH2:34][O:33]1)([C:14]([CH3:15])([CH3:16])[CH3:17])([C:8]1[CH:9]=[CH:10][CH:11]=[CH:12][CH:13]=1)[C:2]1[CH:7]=[CH:6][CH:5]=[CH:4][CH:3]=1, predict the reactants needed to synthesize it. The reactants are: [Si:1]([O:18][C:19]([CH3:43])([CH2:38][CH2:39][CH2:40][CH2:41][CH3:42])/[CH:20]=[CH:21]/[C@@H:22]1[C@@H:29]2[C@@H:25]([O:26][C:27](=[O:30])[CH2:28]2)[CH2:24][C@H:23]1[O:31][CH:32]1[CH2:37][CH2:36][CH2:35][CH2:34][O:33]1)([C:14]([CH3:17])([CH3:16])[CH3:15])([C:8]1[CH:13]=[CH:12][CH:11]=[CH:10][CH:9]=1)[C:2]1[CH:7]=[CH:6][CH:5]=[CH:4][CH:3]=1.CC(C[AlH]CC(C)C)C.C(OCC)(=O)C.